Predict the reaction yield, written as a fraction of the theoretical maximum amount of product (1.0 means a 100% yield; for example, 0.34 means a 34% yield). From a dataset of Reaction yield outcomes from USPTO patents with 853,638 reactions. (1) The reactants are [C:1]([O:4][C@H:5]([C:47]1[CH:52]=[CH:51][C:50]([F:53])=[CH:49][CH:48]=1)[CH2:6][CH2:7][C@H:8]1[C:11](=[O:12])[N:10]([C:13]2[CH:18]=[CH:17][C:16](OS(C(F)(F)F)(=O)=O)=[CH:15][CH:14]=2)[C@@H:9]1[C:27]1[CH:32]=[CH:31][C:30]([C:33]#[C:34][C:35]([CH2:42][O:43][C:44](=[O:46])[CH3:45])([OH:41])[CH2:36][O:37][C:38](=[O:40])[CH3:39])=[CH:29][CH:28]=1)(=[O:3])[CH3:2].[CH2:54]([N:57]1[CH:61]=[N:60][CH:59]=[N:58]1)[C:55]#[CH:56].C(N(CC)CC)C.O. The catalyst is [I-].C([N+](CCCC)(CCCC)CCCC)CCC.CN(C=O)C.C1C=CC([P]([Pd]([P](C2C=CC=CC=2)(C2C=CC=CC=2)C2C=CC=CC=2)([P](C2C=CC=CC=2)(C2C=CC=CC=2)C2C=CC=CC=2)[P](C2C=CC=CC=2)(C2C=CC=CC=2)C2C=CC=CC=2)(C2C=CC=CC=2)C2C=CC=CC=2)=CC=1.[Cu]I. The product is [C:1]([O:4][C@H:5]([C:47]1[CH:48]=[CH:49][C:50]([F:53])=[CH:51][CH:52]=1)[CH2:6][CH2:7][C@H:8]1[C:11](=[O:12])[N:10]([C:13]2[CH:14]=[CH:15][C:16]([C:56]#[C:55][CH2:54][N:57]3[CH:61]=[N:60][CH:59]=[N:58]3)=[CH:17][CH:18]=2)[C@@H:9]1[C:27]1[CH:32]=[CH:31][C:30]([C:33]#[C:34][C:35]([CH2:36][O:37][C:38](=[O:40])[CH3:39])([OH:41])[CH2:42][O:43][C:44](=[O:46])[CH3:45])=[CH:29][CH:28]=1)(=[O:3])[CH3:2]. The yield is 0.900. (2) The reactants are [Br:1][C:2]1[CH:10]=[C:6]([C:7]([OH:9])=O)[C:5]([OH:11])=[CH:4][CH:3]=1.[NH2:12][C:13]1[S:14][C:15]([CH3:18])=[CH:16][N:17]=1. No catalyst specified. The product is [Br:1][C:2]1[CH:3]=[CH:4][C:5]([OH:11])=[C:6]([CH:10]=1)[C:7]([NH:12][C:13]1[S:14][C:15]([CH3:18])=[CH:16][N:17]=1)=[O:9]. The yield is 0.129. (3) The reactants are CC1C=CC(P(C2C=CC3C(=CC=CC=3)C=2C2C3C(=CC=CC=3)C=CC=2P(C2C=CC(C)=CC=2)C2C=CC(C)=CC=2)C2C=CC(C)=CC=2)=CC=1.[CH3:51][O:52][C:53](=[O:62])[CH2:54][CH2:55][C:56]1[CH2:60][CH2:59][C:58](=[O:61])[CH:57]=1.CCCCCC. The catalyst is C(OCC)(=O)C. The product is [CH3:51][O:52][C:53](=[O:62])[CH2:54][CH2:55][CH:56]1[CH2:60][CH2:59][C:58](=[O:61])[CH2:57]1. The yield is 0.880.